Dataset: Forward reaction prediction with 1.9M reactions from USPTO patents (1976-2016). Task: Predict the product of the given reaction. (1) Given the reactants [CH:1]1[CH:6]=[CH:5][C:4]([C:7]2[CH:12]=[CH:11][C:10](Br)=[CH:9][CH:8]=2)=[CH:3][CH:2]=1.[NH2:14][C:15]1[N:16]([CH3:21])[N:17]=[CH:18][C:19]=1[Br:20].CC(C)([O-])C.[Na+].C1C=CC(P(C2C(C3C(P(C4C=CC=CC=4)C4C=CC=CC=4)=CC=C4C=3C=CC=C4)=C3C(C=CC=C3)=CC=2)C2C=CC=CC=2)=CC=1, predict the reaction product. The product is: [C:7]1([C:4]2[CH:5]=[CH:6][CH:1]=[CH:2][CH:3]=2)[CH:12]=[CH:11][C:10]([NH:14][C:15]2[N:16]([CH3:21])[N:17]=[CH:18][C:19]=2[Br:20])=[CH:9][CH:8]=1. (2) Given the reactants [CH3:1][O:2][C:3]([C@@H:5]1[CH2:10][CH2:9][C@H:8]([O:11][C:12]2[CH:20]=[CH:19][C:15]([C:16](O)=[O:17])=[CH:14][CH:13]=2)[CH2:7][CH2:6]1)=[O:4].C1C=CC2N(O)N=[N:27]C=2C=1.C(Cl)CCl.N, predict the reaction product. The product is: [C:16]([C:15]1[CH:19]=[CH:20][C:12]([O:11][C@@H:8]2[CH2:9][CH2:10][C@H:5]([C:3]([O:2][CH3:1])=[O:4])[CH2:6][CH2:7]2)=[CH:13][CH:14]=1)(=[O:17])[NH2:27].